From a dataset of Full USPTO retrosynthesis dataset with 1.9M reactions from patents (1976-2016). Predict the reactants needed to synthesize the given product. (1) Given the product [C:1]([O:5][C:6]([N:8]1[CH2:13][CH2:12][C:11]([F:44])([C:14](=[O:22])[C:15]2[CH:16]=[CH:17][C:18]([F:21])=[CH:19][CH:20]=2)[CH2:10][CH2:9]1)=[O:7])([CH3:4])([CH3:2])[CH3:3], predict the reactants needed to synthesize it. The reactants are: [C:1]([O:5][C:6]([N:8]1[CH2:13][CH2:12][CH:11]([C:14](=[O:22])[C:15]2[CH:20]=[CH:19][C:18]([F:21])=[CH:17][CH:16]=2)[CH2:10][CH2:9]1)=[O:7])([CH3:4])([CH3:3])[CH3:2].CC(O)(C)C.C(O[K])(C)(C)C.C1C=CC(S(N(S(C2C=CC=CC=2)(=O)=O)[F:44])(=O)=O)=CC=1. (2) Given the product [CH2:8]([C:6]1[N:5]=[C:4]([CH3:10])[C:3]2[C:11]([C:13]3[CH:18]=[CH:17][C:16]([O:19][CH3:20])=[CH:15][CH:14]=3)=[N:22][NH:23][C:2]=2[CH:7]=1)[CH3:9], predict the reactants needed to synthesize it. The reactants are: Cl[C:2]1[CH:7]=[C:6]([CH2:8][CH3:9])[N:5]=[C:4]([CH3:10])[C:3]=1[C:11]([C:13]1[CH:18]=[CH:17][C:16]([O:19][CH3:20])=[CH:15][CH:14]=1)=O.O.[NH2:22][NH2:23]. (3) Given the product [CH2:23]([O:22][CH:10]1[CH:11]([O:13][CH2:14][CH2:15][CH2:16][CH2:17][CH2:18][CH2:19][CH2:20][CH3:21])[CH2:12][NH:8][CH2:9]1)[CH2:24][CH2:25][CH2:26][CH2:27][CH2:28][CH2:29][CH2:30]/[CH:31]=[CH:32]\[CH2:33]/[CH:34]=[CH:35]\[CH2:36][CH2:37][CH2:38][CH2:39][CH3:40], predict the reactants needed to synthesize it. The reactants are: C([N:8]1[CH2:12][CH:11]([O:13][CH2:14][CH2:15][CH2:16][CH2:17][CH2:18][CH2:19][CH2:20][CH3:21])[CH:10]([O:22][CH2:23][CH2:24][CH2:25][CH2:26][CH2:27][CH2:28][CH2:29][CH2:30]/[CH:31]=[CH:32]\[CH2:33]/[CH:34]=[CH:35]\[CH2:36][CH2:37][CH2:38][CH2:39][CH3:40])[CH2:9]1)C1C=CC=CC=1.CCN(C(C)C)C(C)C.ClC(OCCCl)=O. (4) Given the product [CH2:1]([O:8][C:9]1[CH:10]=[CH:11][C:12]([O:15][CH2:17][C@@H:18]2[CH2:20][O:19]2)=[CH:13][CH:14]=1)[C:2]1[CH:3]=[CH:4][CH:5]=[CH:6][CH:7]=1, predict the reactants needed to synthesize it. The reactants are: [CH2:1]([O:8][C:9]1[CH:14]=[CH:13][C:12]([OH:15])=[CH:11][CH:10]=1)[C:2]1[CH:7]=[CH:6][CH:5]=[CH:4][CH:3]=1.Cl[CH2:17][C@H:18]1[CH2:20][O:19]1.[F-].[Cs+].